Dataset: NCI-60 drug combinations with 297,098 pairs across 59 cell lines. Task: Regression. Given two drug SMILES strings and cell line genomic features, predict the synergy score measuring deviation from expected non-interaction effect. (1) Drug 2: C1=CN(C=N1)CC(O)(P(=O)(O)O)P(=O)(O)O. Synergy scores: CSS=6.78, Synergy_ZIP=-2.62, Synergy_Bliss=-3.43, Synergy_Loewe=-3.94, Synergy_HSA=-4.63. Cell line: MCF7. Drug 1: CCCCC(=O)OCC(=O)C1(CC(C2=C(C1)C(=C3C(=C2O)C(=O)C4=C(C3=O)C=CC=C4OC)O)OC5CC(C(C(O5)C)O)NC(=O)C(F)(F)F)O. (2) Drug 1: CC1=CC2C(CCC3(C2CCC3(C(=O)C)OC(=O)C)C)C4(C1=CC(=O)CC4)C. Drug 2: C(CN)CNCCSP(=O)(O)O. Cell line: DU-145. Synergy scores: CSS=1.71, Synergy_ZIP=-3.33, Synergy_Bliss=-4.48, Synergy_Loewe=-4.97, Synergy_HSA=-4.34. (3) Drug 1: CCN(CC)CCNC(=O)C1=C(NC(=C1C)C=C2C3=C(C=CC(=C3)F)NC2=O)C. Drug 2: C1=CC=C(C(=C1)C(C2=CC=C(C=C2)Cl)C(Cl)Cl)Cl. Cell line: SN12C. Synergy scores: CSS=-4.45, Synergy_ZIP=2.65, Synergy_Bliss=-3.99, Synergy_Loewe=-10.9, Synergy_HSA=-10.9. (4) Drug 1: CN1C(=O)N2C=NC(=C2N=N1)C(=O)N. Drug 2: CC1CCC2CC(C(=CC=CC=CC(CC(C(=O)C(C(C(=CC(C(=O)CC(OC(=O)C3CCCCN3C(=O)C(=O)C1(O2)O)C(C)CC4CCC(C(C4)OC)OCCO)C)C)O)OC)C)C)C)OC. Cell line: HCT-15. Synergy scores: CSS=-8.59, Synergy_ZIP=0.744, Synergy_Bliss=-7.58, Synergy_Loewe=-11.0, Synergy_HSA=-10.9. (5) Drug 1: CC1CCC2CC(C(=CC=CC=CC(CC(C(=O)C(C(C(=CC(C(=O)CC(OC(=O)C3CCCCN3C(=O)C(=O)C1(O2)O)C(C)CC4CCC(C(C4)OC)OCCO)C)C)O)OC)C)C)C)OC. Drug 2: C(CCl)NC(=O)N(CCCl)N=O. Cell line: UACC-257. Synergy scores: CSS=1.08, Synergy_ZIP=-1.95, Synergy_Bliss=-3.06, Synergy_Loewe=0.276, Synergy_HSA=-2.84. (6) Drug 1: CC(C1=C(C=CC(=C1Cl)F)Cl)OC2=C(N=CC(=C2)C3=CN(N=C3)C4CCNCC4)N. Drug 2: C1CN(CCN1C(=O)CCBr)C(=O)CCBr. Cell line: NCI/ADR-RES. Synergy scores: CSS=2.37, Synergy_ZIP=-2.48, Synergy_Bliss=-2.16, Synergy_Loewe=-2.78, Synergy_HSA=-3.08. (7) Drug 1: CS(=O)(=O)C1=CC(=C(C=C1)C(=O)NC2=CC(=C(C=C2)Cl)C3=CC=CC=N3)Cl. Drug 2: C1CC(C1)(C(=O)O)C(=O)O.[NH2-].[NH2-].[Pt+2]. Cell line: COLO 205. Synergy scores: CSS=16.2, Synergy_ZIP=5.11, Synergy_Bliss=6.17, Synergy_Loewe=-8.27, Synergy_HSA=0.320.